This data is from Catalyst prediction with 721,799 reactions and 888 catalyst types from USPTO. The task is: Predict which catalyst facilitates the given reaction. (1) Reactant: [F:1][C:2]1[CH:26]=[CH:25][C:5]([NH:6][C:7]2[CH:15]=[C:14](/[CH:16]=[CH:17]/[C:18]3[CH:23]=[CH:22][CH:21]=[C:20]([CH3:24])[CH:19]=3)[CH:13]=[CH:12][C:8]=2[C:9]([OH:11])=[O:10])=[CH:4][CH:3]=1.C(OCC)(=O)C. Product: [F:1][C:2]1[CH:3]=[CH:4][C:5]([NH:6][C:7]2[CH:15]=[C:14]([CH2:16][CH2:17][C:18]3[CH:23]=[CH:22][CH:21]=[C:20]([CH3:24])[CH:19]=3)[CH:13]=[CH:12][C:8]=2[C:9]([OH:11])=[O:10])=[CH:25][CH:26]=1. The catalyst class is: 352. (2) Reactant: [CH3:1][O:2][C:3]1[CH:8]=[CH:7][C:6]([C:9]([C:11]2[CH:16]=[CH:15][C:14]([O:17][CH2:18][C:19]3[N:20]=[C:21]([C:25]4[CH:30]=[CH:29][CH:28]=[CH:27][CH:26]=4)[O:22][C:23]=3[CH3:24])=[CH:13][CH:12]=2)=[O:10])=[C:5]([O:31]COC)[CH:4]=1.Cl. Product: [OH:31][C:5]1[CH:4]=[C:3]([O:2][CH3:1])[CH:8]=[CH:7][C:6]=1[C:9]([C:11]1[CH:12]=[CH:13][C:14]([O:17][CH2:18][C:19]2[N:20]=[C:21]([C:25]3[CH:26]=[CH:27][CH:28]=[CH:29][CH:30]=3)[O:22][C:23]=2[CH3:24])=[CH:15][CH:16]=1)=[O:10]. The catalyst class is: 21. (3) Reactant: Br[C:2]1[CH:10]=[C:9]([CH:11]=[O:12])[CH:8]=[C:7]2[C:3]=1[CH:4]=[N:5][N:6]2[CH2:13][O:14][CH2:15][CH2:16][Si:17]([CH3:20])([CH3:19])[CH3:18].[N:21]1[CH:26]=[CH:25][CH:24]=[CH:23][C:22]=1B(O)O.CN(C=O)C.O.C([O-])([O-])=O.[K+].[K+]. Product: [N:21]1[CH:26]=[CH:25][C:24]([C:2]2[CH:10]=[C:9]([CH:11]=[O:12])[CH:8]=[C:7]3[C:3]=2[CH:4]=[N:5][N:6]3[CH2:13][O:14][CH2:15][CH2:16][Si:17]([CH3:20])([CH3:19])[CH3:18])=[CH:23][CH:22]=1. The catalyst class is: 13. (4) Reactant: [Br:1][C:2]1[S:6][C:5]([C:7]2[N:11]3[N:12]=[C:13]([CH3:21])[CH:14]=[C:15]([CH:16]([CH2:19][CH3:20])[CH2:17][CH3:18])[C:10]3=[N:9][C:8]=2[CH3:22])=[C:4]([Cl:23])[CH:3]=1.FC(F)(F)C(O)=O.C1C(=O)N([Br:38])C(=O)C1.[OH-].[Na+]. Product: [Br:38][C:3]1[C:4]([Cl:23])=[C:5]([C:7]2[N:11]3[N:12]=[C:13]([CH3:21])[CH:14]=[C:15]([CH:16]([CH2:19][CH3:20])[CH2:17][CH3:18])[C:10]3=[N:9][C:8]=2[CH3:22])[S:6][C:2]=1[Br:1]. The catalyst class is: 82. (5) Reactant: [OH:1][C:2]1[CH:3]=[CH:4][C:5]([CH3:12])=[C:6]([CH:11]=1)[C:7]([O:9][CH3:10])=[O:8].[CH2:13](O)[C:14]#[CH:15].C1(P(C2C=CC=CC=2)C2C=CC=CC=2)C=CC=CC=1.N(C(OC(C)(C)C)=O)=NC(OC(C)(C)C)=O. Product: [CH3:12][C:5]1[CH:4]=[CH:3][C:2]([O:1][CH2:15][C:14]#[CH:13])=[CH:11][C:6]=1[C:7]([O:9][CH3:10])=[O:8]. The catalyst class is: 2. (6) Reactant: [C:1]1([CH:7]([CH3:29])[CH2:8][NH:9][C:10]([C:12]2[CH:28]=[CH:27][C:15]3[S:16][C:17]4[CH:25]=[CH:24][C:23]([F:26])=[CH:22][C:18]=4[C:19](Cl)=[N:20][C:14]=3[CH:13]=2)=[O:11])[CH:6]=[CH:5][CH:4]=[CH:3][CH:2]=1.[I-].[Cl:31][C:32]1[CH:37]=[CH:36][C:35]([Zn+])=[CH:34][CH:33]=1. Product: [C:1]1([CH:7]([CH3:29])[CH2:8][NH:9][C:10]([C:12]2[CH:28]=[CH:27][C:15]3[S:16][C:17]4[CH:25]=[CH:24][C:23]([F:26])=[CH:22][C:18]=4[C:19]([C:35]4[CH:36]=[CH:37][C:32]([Cl:31])=[CH:33][CH:34]=4)=[N:20][C:14]=3[CH:13]=2)=[O:11])[CH:6]=[CH:5][CH:4]=[CH:3][CH:2]=1. The catalyst class is: 45. (7) The catalyst class is: 184. Product: [CH3:17][C@H:16]1[C:9]2[C:8]([C:27]3[CH2:32][CH2:31][N:30]([C:33]([O:35][C:36]([CH3:39])([CH3:38])[CH3:37])=[O:34])[CH2:29][CH:28]=3)=[N:13][CH:12]=[N:11][C:10]=2[CH2:14][CH2:15]1. Reactant: C([O-])([O-])=O.[Na+].[Na+].Cl[C:8]1[C:9]2[C@H:16]([CH3:17])[CH2:15][CH2:14][C:10]=2[N:11]=[CH:12][N:13]=1.B1([C:27]2[CH2:32][CH2:31][N:30]([C:33]([O:35][C:36]([CH3:39])([CH3:38])[CH3:37])=[O:34])[CH2:29][CH:28]=2)OC(C)(C)C(C)(C)O1.O. (8) Reactant: [F:1][C@H:2]1[C@@H:7]([NH:8][C:9](=[O:15])[O:10][C:11]([CH3:14])([CH3:13])[CH3:12])[CH2:6][CH2:5][N:4]([CH2:16][CH2:17][OH:18])[CH2:3]1.[S:19](Cl)([CH3:22])(=[O:21])=[O:20].CS(OCCN1CCC(N=[N+]=[N-])C(O[Si](C(C)(C)C)(C)C)C1)(=O)=O.S([O-])(=O)(=O)C. Product: [CH3:22][S:19]([O:18][CH2:17][CH2:16][N:4]1[CH2:5][CH2:6][C@H:7]([NH:8][C:9]([O:10][C:11]([CH3:13])([CH3:14])[CH3:12])=[O:15])[C@H:2]([F:1])[CH2:3]1)(=[O:21])=[O:20]. The catalyst class is: 66. (9) Reactant: [Cl:1][C:2]1[CH:7]=[CH:6][C:5]([C:8]2([CH:12]([NH2:17])[CH2:13][CH:14]([CH3:16])[CH3:15])[CH2:11][CH2:10][CH2:9]2)=[CH:4][CH:3]=1.[C:18]([NH:25][C@H:26]([C:31](O)=[O:32])[C@H:27]([CH2:29][CH3:30])[CH3:28])([O:20][C:21]([CH3:24])([CH3:23])[CH3:22])=[O:19].C1CCC(N=C=NC2CCCCC2)CC1. Product: [C:18]([NH:25][CH:26]([CH:27]([CH3:28])[CH2:29][CH3:30])[C:31]([NH:17][CH:12]([C:8]1([C:5]2[CH:4]=[CH:3][C:2]([Cl:1])=[CH:7][CH:6]=2)[CH2:11][CH2:10][CH2:9]1)[CH2:13][CH:14]([CH3:15])[CH3:16])=[O:32])([O:20][C:21]([CH3:22])([CH3:23])[CH3:24])=[O:19]. The catalyst class is: 1.